Dataset: Catalyst prediction with 721,799 reactions and 888 catalyst types from USPTO. Task: Predict which catalyst facilitates the given reaction. (1) Reactant: [CH2:1]([O:3][C:4]1[CH:5]=[C:6]([CH:9]=[C:10]([N+:13]([O-:15])=[O:14])[C:11]=1[OH:12])[CH:7]=O)[CH3:2].C(N[N:19](NCC)[C:20](=[O:24])[CH2:21][C:22]#[N:23])C.[C:28](O)(=O)[CH3:29].N1CCC[CH2:34][CH2:33]1. Product: [CH2:33]([N:19]([CH2:28][CH3:29])[C:20](=[O:24])[C:21]([C:22]#[N:23])=[CH:7][C:6]1[CH:9]=[C:10]([N+:13]([O-:15])=[O:14])[C:11]([OH:12])=[C:4]([O:3][CH2:1][CH3:2])[CH:5]=1)[CH3:34]. The catalyst class is: 226. (2) Reactant: [F:1][C:2]1[C:10]2[N:9]=[CH:8][N:7]([CH3:11])[C:6]=2[CH:5]=[C:4]([C:12]([O:14]C)=[O:13])[C:3]=1[NH:16][C:17]1[CH:22]=[CH:21][C:20]([I:23])=[CH:19][C:18]=1[F:24].[Li+].[OH-]. Product: [F:1][C:2]1[C:10]2[N:9]=[CH:8][N:7]([CH3:11])[C:6]=2[CH:5]=[C:4]([C:12]([OH:14])=[O:13])[C:3]=1[NH:16][C:17]1[CH:22]=[CH:21][C:20]([I:23])=[CH:19][C:18]=1[F:24]. The catalyst class is: 87.